Dataset: Reaction yield outcomes from USPTO patents with 853,638 reactions. Task: Predict the reaction yield, written as a fraction of the theoretical maximum amount of product (1.0 means a 100% yield; for example, 0.34 means a 34% yield). (1) The reactants are Cl.[F:2][C:3]1[CH:8]=[CH:7][CH:6]=[CH:5][C:4]=1[NH:9][NH2:10].[CH3:11][C:12]([CH3:19])([CH3:18])[C:13](=O)[CH2:14][C:15]#[N:16]. No catalyst specified. The product is [C:12]([C:13]1[CH:14]=[C:15]([NH2:16])[N:9]([C:4]2[CH:5]=[CH:6][CH:7]=[CH:8][C:3]=2[F:2])[N:10]=1)([CH3:19])([CH3:18])[CH3:11]. The yield is 0.660. (2) The yield is 0.900. The catalyst is CO. The product is [Cl:2][C:3]1[CH:8]=[CH:7][C:6]([CH:9]([NH2:16])[CH2:10][C:11]2[S:12][CH:13]=[CH:14][N:15]=2)=[CH:5][CH:4]=1. The reactants are Cl.[Cl:2][C:3]1[CH:8]=[CH:7][C:6](/[C:9](/[NH2:16])=[CH:10]/[C:11]2[S:12][CH:13]=[CH:14][N:15]=2)=[CH:5][CH:4]=1.CC1C(Br)=C(O)C(Br)=CC=1C1(C2C=C(Br)C(O)=C(Br)C=2C)OS(=O)(=O)C2C=CC=CC1=2.C([BH3-])#N.[Na+]. (3) The reactants are [CH:1]([O:4][C:5]([N:7]1[C:20]2[C:12](=[CH:13][C:14]3[CH2:15][CH2:16][CH2:17][C:18]=3[CH:19]=2)[CH:11]([N:21]([CH2:27][C:28]2[CH:33]=[C:32]([C:34]([F:37])([F:36])[F:35])[CH:31]=[C:30]([C:38]([F:41])([F:40])[F:39])[CH:29]=2)[C:22]2[N:23]=[N:24][NH:25][N:26]=2)[CH2:10][CH2:9][CH2:8]1)=[O:6])([CH3:3])[CH3:2].CO.[C:44]1(P(C2C=CC=CC=2)C2C=CC=CC=2)C=CC=CC=1.N(C(OCC)=O)=NC(OCC)=O. The catalyst is ClCCl. The product is [CH:1]([O:4][C:5]([N:7]1[C:20]2[C:12](=[CH:13][C:14]3[CH2:15][CH2:16][CH2:17][C:18]=3[CH:19]=2)[CH:11]([N:21]([CH2:27][C:28]2[CH:29]=[C:30]([C:38]([F:39])([F:40])[F:41])[CH:31]=[C:32]([C:34]([F:35])([F:36])[F:37])[CH:33]=2)[C:22]2[N:23]=[N:24][N:25]([CH3:44])[N:26]=2)[CH2:10][CH2:9][CH2:8]1)=[O:6])([CH3:3])[CH3:2]. The yield is 0.510.